From a dataset of Full USPTO retrosynthesis dataset with 1.9M reactions from patents (1976-2016). Predict the reactants needed to synthesize the given product. (1) Given the product [N:1]1([C:7]2[N:16]([CH2:17][CH2:18][O:19][C:20]3[CH:25]=[CH:24][C:23]([CH2:26][CH:27]([O:31][CH2:32][CH3:33])[C:28]([OH:30])=[O:29])=[CH:22][CH:21]=3)[C:15](=[O:34])[C:14]3[C:9](=[CH:10][CH:11]=[CH:12][CH:13]=3)[N:8]=2)[CH2:6][CH2:5][O:35][CH2:3][CH2:2]1, predict the reactants needed to synthesize it. The reactants are: [N:1]1([C:7]2[N:16]([CH2:17][CH2:18][O:19][C:20]3[CH:25]=[CH:24][C:23]([CH2:26][CH:27]([O:31][CH2:32][CH3:33])[C:28]([OH:30])=[O:29])=[CH:22][CH:21]=3)[C:15](=[O:34])[C:14]3[C:9](=[CH:10][CH:11]=[CH:12][CH:13]=3)[N:8]=2)[CH2:6][CH2:5]C[CH2:3][CH2:2]1.[OH-:35].[Mg+2].[OH-]. (2) Given the product [N+:12]([C:4]1[CH:3]=[C:2]([N:24]2[CH2:29][CH2:28][O:27][CH2:26][CH2:25]2)[CH:7]=[C:6]([C:8]([F:11])([F:10])[F:9])[CH:5]=1)([O-:14])=[O:13], predict the reactants needed to synthesize it. The reactants are: Br[C:2]1[CH:7]=[C:6]([C:8]([F:11])([F:10])[F:9])[CH:5]=[C:4]([N+:12]([O-:14])=[O:13])[CH:3]=1.CCN(C(C)C)C(C)C.[NH:24]1[CH2:29][CH2:28][O:27][CH2:26][CH2:25]1.